From a dataset of Forward reaction prediction with 1.9M reactions from USPTO patents (1976-2016). Predict the product of the given reaction. (1) The product is: [CH3:1][C:2]1[C:6]([C:7]2[C:8]([O:24][CH3:25])=[CH:9][C:10]3[C:11]4[N:18]([CH:19]([CH3:23])[CH2:20][O:21][CH3:22])[C:28]([NH:27][CH2:30][CH2:31][O:32][CH3:33])=[N:17][C:12]=4[CH:13]=[N:14][C:15]=3[CH:16]=2)=[C:5]([CH3:26])[O:4][N:3]=1. Given the reactants [CH3:1][C:2]1[C:6]([C:7]2[CH:16]=[C:15]3[C:10]([C:11]([NH:18][CH:19]([CH3:23])[CH2:20][O:21][CH3:22])=[C:12]([NH2:17])[CH:13]=[N:14]3)=[CH:9][C:8]=2[O:24][CH3:25])=[C:5]([CH3:26])[O:4][N:3]=1.[N:27]([CH2:30][CH2:31][O:32][CH3:33])=[C:28]=S, predict the reaction product. (2) The product is: [F:19][C:20]1[CH:21]=[CH:22][C:23]2[S:31][C:30]3[CH2:29][CH2:28][N:27]([C:6]4[CH:7]=[N:8][CH:9]=[CH:10][C:5]=4[CH3:4])[C:26](=[O:32])[C:25]=3[C:24]=2[CH:33]=1. Given the reactants ClC1C=[C:10]2[C:5]([CH2:6][CH2:7][N:8](C3C=NC=CC=3)[C:9]2=O)=[CH:4]C=1.[F:19][C:20]1[CH:21]=[CH:22][C:23]2[S:31][C:30]3[CH2:29][CH2:28][NH:27][C:26](=[O:32])[C:25]=3[C:24]=2[CH:33]=1.IC1C=NC=CC=1C.P([O-])([O-])([O-])=O.[K+].[K+].[K+], predict the reaction product. (3) Given the reactants O[C:2]1[C:11]2[C:6](=[C:7]([C:12]([O:14][CH2:15][CH3:16])=[O:13])[CH:8]=[CH:9][CH:10]=2)[N:5]=[CH:4][N:3]=1.C1CCN2C(=NCCC2)CC1.[CH3:28][O:29][C:30]1[CH:35]=[C:34]([O:36][CH3:37])[CH:33]=[CH:32][C:31]=1[CH2:38][NH2:39], predict the reaction product. The product is: [CH3:28][O:29][C:30]1[CH:35]=[C:34]([O:36][CH3:37])[CH:33]=[CH:32][C:31]=1[CH2:38][NH:39][C:2]1[C:11]2[C:6](=[C:7]([C:12]([O:14][CH2:15][CH3:16])=[O:13])[CH:8]=[CH:9][CH:10]=2)[N:5]=[CH:4][N:3]=1. (4) The product is: [CH3:17][C:14]1[CH:15]=[CH:16][C:11]([CH:3]([O:4][CH:5]2[CH2:10][CH2:9][CH2:8][CH2:7][O:6]2)[C:2]2[N:1]=[C:20]([C@H:22]3[CH2:26][CH2:25][C@H:24]([NH:27][C:28](=[O:34])[O:29][C:30]([CH3:33])([CH3:32])[CH3:31])[CH2:23]3)[O:19][N:18]=2)=[CH:12][CH:13]=1. Given the reactants [NH2:1]/[C:2](=[N:18]\[O:19][C:20]([C@H:22]1[CH2:26][CH2:25][C@H:24]([NH:27][C:28](=[O:34])[O:29][C:30]([CH3:33])([CH3:32])[CH3:31])[CH2:23]1)=O)/[CH:3]([C:11]1[CH:16]=[CH:15][C:14]([CH3:17])=[CH:13][CH:12]=1)[O:4][CH:5]1[CH2:10][CH2:9][CH2:8][CH2:7][O:6]1.C(=O)([O-])[O-].[Na+].[Na+], predict the reaction product. (5) Given the reactants I[C:2]1[CH:3]=[CH:4][C:5]2[NH:6][C:7]3[C:12]([C:13]=2[CH:14]=1)=[CH:11][CH:10]=[CH:9][CH:8]=3.C1([N:21]2[C:33]3[CH:32]=[CH:31][C:30](B4OC(C)(C)C(C)(C)O4)=[CH:29][C:28]=3[C:27]3[C:22]2=[CH:23][CH:24]=[CH:25][CH:26]=3)C=CC=CC=1.[O-]P([O-])([O-])=O.[K+].[K+].[K+].O, predict the reaction product. The product is: [C:2]1([N:6]2[C:5]3[CH:4]=[CH:3][C:2]([C:30]4[CH:31]=[CH:32][C:33]5[NH:21][C:22]6[C:27]([C:28]=5[CH:29]=4)=[CH:26][CH:25]=[CH:24][CH:23]=6)=[CH:14][C:13]=3[C:12]3[C:7]2=[CH:8][CH:9]=[CH:10][CH:11]=3)[CH:3]=[CH:4][CH:5]=[CH:13][CH:14]=1. (6) Given the reactants [Br:1][C:2]1[CH:3]=[C:4]2[C:8](=[C:9]([C:11]([O:13][CH2:14][CH3:15])=[O:12])[CH:10]=1)[NH:7][CH:6]=[C:5]2[CH:16]1[CH2:21][CH2:20][S:19][CH:18]([CH:22]([CH3:24])[CH3:23])[CH2:17]1.[C:25](O[C:25]([O:27][C:28]([CH3:31])([CH3:30])[CH3:29])=[O:26])([O:27][C:28]([CH3:31])([CH3:30])[CH3:29])=[O:26].CN(C1C=CC=CN=1)C, predict the reaction product. The product is: [Br:1][C:2]1[CH:3]=[C:4]2[C:8](=[C:9]([C:11]([O:13][CH2:14][CH3:15])=[O:12])[CH:10]=1)[N:7]([C:25]([O:27][C:28]([CH3:31])([CH3:30])[CH3:29])=[O:26])[CH:6]=[C:5]2[CH:16]1[CH2:21][CH2:20][S:19][CH:18]([CH:22]([CH3:23])[CH3:24])[CH2:17]1. (7) The product is: [F:20][C:21]1[CH:22]=[C:23]([CH:26]=[CH:27][C:28]=1[F:29])[CH2:24][N:6]1[C:5](=[O:13])[C:4]2[C:9](=[CH:10][CH:11]=[C:2]([I:1])[CH:3]=2)[N:8]([CH3:14])[C:7]1=[O:12]. Given the reactants [I:1][C:2]1[CH:3]=[C:4]2[C:9](=[CH:10][CH:11]=1)[NH:8][C:7](=[O:12])[NH:6][C:5]2=[O:13].[C:14](=O)([O-])[O-].[Cs+].[Cs+].[F:20][C:21]1[CH:22]=[C:23]([CH:26]=[CH:27][C:28]=1[F:29])[CH2:24]Br.O, predict the reaction product. (8) Given the reactants [CH:1]1([CH:6]=[C:7]2[CH2:16][CH2:15][C:14]3[N:13]=[C:12]([C:17]([O:19][CH3:20])=[O:18])[CH:11]=[CH:10][C:9]=3[C:8]2=O)[CH2:5][CH2:4][CH2:3][CH2:2]1.Cl.[Cl:23][C:24]1[CH:31]=[C:30]([NH:32][NH2:33])[CH:29]=[CH:28][C:25]=1[C:26]#[N:27], predict the reaction product. The product is: [Cl:23][C:24]1[CH:31]=[C:30]([N:32]2[CH:6]([CH:1]3[CH2:5][CH2:4][CH2:3][CH2:2]3)[CH:7]3[C:8]([C:9]4[CH:10]=[CH:11][C:12]([C:17]([O:19][CH3:20])=[O:18])=[N:13][C:14]=4[CH2:15][CH2:16]3)=[N:33]2)[CH:29]=[CH:28][C:25]=1[C:26]#[N:27].